From a dataset of Catalyst prediction with 721,799 reactions and 888 catalyst types from USPTO. Predict which catalyst facilitates the given reaction. (1) Reactant: [N:1]1[C:10]2[C:9](=O)[CH2:8][CH2:7][CH2:6][C:5]=2[CH:4]=[CH:3][CH:2]=1.Cl.Cl.[NH2:14][CH2:15][C:16]1[NH:17][C:18]2[CH:24]=[CH:23][CH:22]=[CH:21][C:19]=2[N:20]=1.[BH4-].[Na+]. Product: [NH:17]1[C:18]2[CH:24]=[CH:23][CH:22]=[CH:21][C:19]=2[N:20]=[C:16]1[CH2:15][NH:14][CH:9]1[C:10]2[N:1]=[CH:2][CH:3]=[CH:4][C:5]=2[CH2:6][CH2:7][CH2:8]1. The catalyst class is: 5. (2) Reactant: C(OC([N:8]([CH2:21][C@@H:22]1[C@@H:26]([C:27]2[CH:32]=[CH:31][CH:30]=[CH:29][CH:28]=2)[CH2:25][N:24]([C:33]([NH:35][C@H:36]2[CH2:41][CH2:40][C@H:39]([C:42]([OH:44])=[O:43])[CH2:38][CH2:37]2)=[O:34])[CH2:23]1)[C@@H:9]([C:11]1[C:20]2[C:15](=[CH:16][CH:17]=[CH:18][CH:19]=2)[CH:14]=[CH:13][CH:12]=1)[CH3:10])=O)(C)(C)C.Cl.O1CCOCC1. Product: [C:11]1([C@H:9]([NH:8][CH2:21][C@@H:22]2[C@@H:26]([C:27]3[CH:28]=[CH:29][CH:30]=[CH:31][CH:32]=3)[CH2:25][N:24]([C:33]([NH:35][C@H:36]3[CH2:41][CH2:40][C@H:39]([C:42]([OH:44])=[O:43])[CH2:38][CH2:37]3)=[O:34])[CH2:23]2)[CH3:10])[C:20]2[C:15](=[CH:16][CH:17]=[CH:18][CH:19]=2)[CH:14]=[CH:13][CH:12]=1. The catalyst class is: 12. (3) Reactant: [CH2:1]([N:3]1[CH2:8][CH2:7][NH:6][CH2:5][CH2:4]1)[CH3:2].[CH3:9][N:10]1[CH2:30][CH2:29][C:14]2=[C:15]([N:22]3[CH2:25][CH:24]([C:26](O)=[O:27])[CH2:23]3)[N:16]3[C:20]([N:21]=[C:13]2[CH2:12][CH2:11]1)=[CH:19][CH:18]=[N:17]3.CCN(C(C)C)C(C)C.CN(C(ON1N=NC2C=CC=CC1=2)=[N+](C)C)C.[B-](F)(F)(F)F. Product: [CH2:1]([N:3]1[CH2:8][CH2:7][N:6]([C:15]2([N:22]3[CH2:25][CH:24]([CH:26]=[O:27])[CH2:23]3)[C:14]3[CH2:29][CH2:30][N:10]([CH3:9])[CH2:11][CH2:12][C:13]=3[N:21]=[C:20]3[N:16]2[N:17]=[CH:18][CH2:19]3)[CH2:5][CH2:4]1)[CH3:2]. The catalyst class is: 3. (4) Reactant: [OH:1][CH2:2][C:3]1[CH:7]=[C:6]([NH:8][S:9]([C:12]2[CH:17]=[CH:16][CH:15]=[CH:14][CH:13]=2)(=[O:11])=[O:10])[N:5]([C:18]2[CH:23]=[CH:22][CH:21]=[CH:20][CH:19]=2)[N:4]=1.C(N(CC)CC)C.Cl. Product: [CH:2]([C:3]1[CH:7]=[C:6]([NH:8][S:9]([C:12]2[CH:17]=[CH:16][CH:15]=[CH:14][CH:13]=2)(=[O:11])=[O:10])[N:5]([C:18]2[CH:23]=[CH:22][CH:21]=[CH:20][CH:19]=2)[N:4]=1)=[O:1]. The catalyst class is: 16. (5) Reactant: [Mn]([O-])(=O)(=O)=O.[K+].O.[O-2].[O-2].[O-2].O=[Si]=O.O=[Si]=O.O=[Si]=O.O=[Si]=O.[Al+3].[Al+3].ClCCl.[CH:28]([C:31]1[C:39]2[C:38]3[CH:40]=[CH:41][CH:42]=[CH:43][C:37]=3[O:36][C:35]=2[C:34]([N:44]2[CH2:48][CH2:47][N:46]=[C:45]2[C:49]2[CH:54]=[CH:53][CH:52]=[CH:51][CH:50]=2)=[C:33]([CH:55]([CH3:57])[CH3:56])[CH:32]=1)([CH3:30])[CH3:29]. Product: [CH:28]([C:31]1[C:39]2[C:38]3[CH:40]=[CH:41][CH:42]=[CH:43][C:37]=3[O:36][C:35]=2[C:34]([N:44]2[CH:48]=[CH:47][N:46]=[C:45]2[C:49]2[CH:54]=[CH:53][CH:52]=[CH:51][CH:50]=2)=[C:33]([CH:55]([CH3:57])[CH3:56])[CH:32]=1)([CH3:30])[CH3:29]. The catalyst class is: 10. (6) Reactant: C([BH3-])#N.[Na+].[CH:5]([C:7]1[CH:8]=[CH:9][C:10]2[S:14][C:13]([C:15]3[CH:16]=[N:17][CH:18]=[C:19]([C:22]=3[NH:23][C:24]3[C:25]([CH3:33])=[C:26]4[C:30](=[CH:31][CH:32]=3)[NH:29][CH:28]=[CH:27]4)[C:20]#[N:21])=[CH:12][C:11]=2[CH:34]=1)=[O:6].[NH:35]1[CH2:40][CH2:39][CH2:38][CH2:37][CH2:36]1.C(O)(=O)C.C(=O)(O)[O-].[K+]. Product: [CH3:33][C:25]1[C:24]([NH:23][C:22]2[C:19]([C:20]#[N:21])=[CH:18][N:17]=[CH:16][C:15]=2[C:13]2[S:14][C:10]3[CH:9]=[CH:8][C:7]([CH2:5][N:35]4[CH2:40][CH2:39][CH2:38][CH2:37][CH2:36]4)=[CH:34][C:11]=3[CH:12]=2)=[CH:32][CH:31]=[C:30]2[C:26]=1[CH:27]=[CH:28][NH:29]2.[OH:6][CH2:5][C:7]1[CH:8]=[CH:9][C:10]2[S:14][C:13]([C:15]3[CH:16]=[N:17][CH:18]=[C:19]([C:22]=3[NH:23][C:24]3[C:25]([CH3:33])=[C:26]4[C:30](=[CH:31][CH:32]=3)[NH:29][CH:28]=[CH:27]4)[C:20]#[N:21])=[CH:12][C:11]=2[CH:34]=1. The catalyst class is: 271. (7) Reactant: [CH3:1][C:2]1[CH:3]=[N:4][N:5]2[C:10]([CH2:11][CH2:12][CH3:13])=[C:9]([CH2:14][C:15]3[CH:20]=[CH:19][C:18]([C:21]4[C:22]([C:27]#[N:28])=[CH:23][CH:24]=[CH:25][CH:26]=4)=[CH:17][CH:16]=3)[C:8](=[O:29])[N:7]([CH:30]3[CH2:35][CH2:34][O:33][CH2:32][CH2:31]3)[C:6]=12.C([Sn](=O)CCCC)CCC.[N:46]([Si](C)(C)C)=[N+:47]=[N-:48].C1(C)C=CC=CC=1. Product: [CH3:1][C:2]1[CH:3]=[N:4][N:5]2[C:10]([CH2:11][CH2:12][CH3:13])=[C:9]([CH2:14][C:15]3[CH:16]=[CH:17][C:18]([C:21]4[CH:26]=[CH:25][CH:24]=[CH:23][C:22]=4[C:27]4[NH:48][N:47]=[N:46][N:28]=4)=[CH:19][CH:20]=3)[C:8](=[O:29])[N:7]([CH:30]3[CH2:35][CH2:34][O:33][CH2:32][CH2:31]3)[C:6]=12. The catalyst class is: 13. (8) Reactant: [Cl:1][C:2]1[CH:9]=[CH:8][C:5]([CH:6]=O)=[CH:4][C:3]=1[F:10].[N+:11]([CH3:14])([O-:13])=[O:12].[OH-].[Na+]. Product: [Cl:1][C:2]1[CH:9]=[CH:8][C:5]([CH:6]=[CH:14][N+:11]([O-:13])=[O:12])=[CH:4][C:3]=1[F:10]. The catalyst class is: 8. (9) Reactant: [C:1]([O:8][C:9]([CH3:12])([CH3:11])[CH3:10])(=[O:7])[CH2:2][CH2:3][C:4]([O-:6])=O.Cl.[CH3:14][NH:15][O:16][CH3:17].C1C=CC2N(O)N=NC=2C=1.C(N(C(C)C)CC)(C)C.CCN=C=NCCCN(C)C.Cl. Product: [C:9]([O:8][C:1](=[O:7])[CH2:2][CH2:3][C:4]([N:15]([O:16][CH3:17])[CH3:14])=[O:6])([CH3:12])([CH3:11])[CH3:10]. The catalyst class is: 192. (10) Reactant: [F:1][C:2]1[CH:3]=[C:4]([CH:30]=[CH:31][C:32]=1[NH:33][C:34]([NH:36][C:37]1[CH:42]=[C:41]([CH3:43])[CH:40]=[CH:39][C:38]=1[F:44])=[O:35])[O:5][C:6]1[CH:11]=[CH:10][N:9]=[C:8]([C:12]2[NH:16][CH:15]=[C:14]([C:17]([NH:19][CH2:20][CH2:21][NH:22]C(=O)OC(C)(C)C)=[O:18])[CH:13]=2)[CH:7]=1.FC(F)(F)C(O)=O. Product: [NH2:22][CH2:21][CH2:20][NH:19][C:17]([C:14]1[CH:13]=[C:12]([C:8]2[CH:7]=[C:6]([O:5][C:4]3[CH:30]=[CH:31][C:32]([NH:33][C:34]([NH:36][C:37]4[CH:42]=[C:41]([CH3:43])[CH:40]=[CH:39][C:38]=4[F:44])=[O:35])=[C:2]([F:1])[CH:3]=3)[CH:11]=[CH:10][N:9]=2)[NH:16][CH:15]=1)=[O:18]. The catalyst class is: 2.